From a dataset of Full USPTO retrosynthesis dataset with 1.9M reactions from patents (1976-2016). Predict the reactants needed to synthesize the given product. (1) Given the product [CH3:15][O:14][C:12]([C:2]1[CH:3]=[C:4]([CH:36]=[CH:37][CH:38]=1)[CH2:5][C:6]1([CH2:19][N:20]([C@@H:27]2[CH2:29][C@H:28]2[C:30]2[CH:31]=[CH:32][CH:33]=[CH:34][CH:35]=2)[C:21](=[O:26])[C:22]([F:25])([F:24])[F:23])[CH2:7][CH2:8][N:9]([C:12]([O:14][C:15]([CH3:17])([CH3:16])[CH3:18])=[O:13])[CH2:10][CH2:11]1)=[O:13], predict the reactants needed to synthesize it. The reactants are: Br[C:2]1[CH:3]=[C:4]([CH:36]=[CH:37][CH:38]=1)[CH2:5][C:6]1([CH2:19][N:20]([C@@H:27]2[CH2:29][C@H:28]2[C:30]2[CH:35]=[CH:34][CH:33]=[CH:32][CH:31]=2)[C:21](=[O:26])[C:22]([F:25])([F:24])[F:23])[CH2:11][CH2:10][N:9]([C:12]([O:14][C:15]([CH3:18])([CH3:17])[CH3:16])=[O:13])[CH2:8][CH2:7]1.C(N(CC)CC)C.[C]=O. (2) Given the product [CH3:32][N:12]([CH:9]1[CH2:10][CH2:11][NH:6][CH2:7][CH2:8]1)[CH2:13][C:14]1[CH:19]=[CH:18][N:17]=[C:16]([C:20]2[CH:21]=[C:22]([O:30][CH3:31])[C:23]([O:28][CH3:29])=[C:24]([O:26][CH3:27])[CH:25]=2)[CH:15]=1, predict the reactants needed to synthesize it. The reactants are: C(OC([N:6]1[CH2:11][CH2:10][CH:9]([N:12]([CH3:32])[CH2:13][C:14]2[CH:19]=[CH:18][N:17]=[C:16]([C:20]3[CH:25]=[C:24]([O:26][CH3:27])[C:23]([O:28][CH3:29])=[C:22]([O:30][CH3:31])[CH:21]=3)[CH:15]=2)[CH2:8][CH2:7]1)=O)C.[OH-].[Na+].